Predict the product of the given reaction. From a dataset of Forward reaction prediction with 1.9M reactions from USPTO patents (1976-2016). (1) The product is: [CH3:17][O:6][C:5](=[O:7])[C:4]1[CH:8]=[C:9]([F:11])[CH:10]=[C:2]([F:1])[C:3]=1[N+:12]([O-:14])=[O:13]. Given the reactants [F:1][C:2]1[C:3]([N+:12]([O-:14])=[O:13])=[C:4]([CH:8]=[C:9]([F:11])[CH:10]=1)[C:5]([OH:7])=[O:6].CI.[C:17]([O-])([O-])=O.[Na+].[Na+].O, predict the reaction product. (2) Given the reactants [O:1]=[C:2]1[NH:7][CH:6]=[N:5][C:4]([CH2:8][CH2:9][CH3:10])=[C:3]1[CH2:11][C:12]1[CH:17]=[CH:16][C:15]([C:18]2[C:19]([C:24]#[N:25])=[CH:20][CH:21]=[CH:22][CH:23]=2)=[CH:14][CH:13]=1.[CH3:26][C:27]1([CH3:39])[CH2:31][C:30]2[CH:32]=[C:33](B(O)O)[CH:34]=[CH:35][C:29]=2[O:28]1.C(N(CC)CC)C.N1C=CC=CC=1, predict the reaction product. The product is: [CH3:26][C:27]1([CH3:39])[CH2:31][C:30]2[CH:32]=[C:33]([N:7]3[C:2](=[O:1])[C:3]([CH2:11][C:12]4[CH:17]=[CH:16][C:15]([C:18]5[C:19]([C:24]#[N:25])=[CH:20][CH:21]=[CH:22][CH:23]=5)=[CH:14][CH:13]=4)=[C:4]([CH2:8][CH2:9][CH3:10])[N:5]=[CH:6]3)[CH:34]=[CH:35][C:29]=2[O:28]1. (3) Given the reactants [CH3:1][O:2][C:3]1[CH:8]=[CH:7][C:6]([C:9]2[N:10]=[C:11]([C:22]3([OH:28])[CH2:27][CH2:26][NH:25][CH2:24][CH2:23]3)[S:12][C:13]=2[C:14]2[CH:19]=[CH:18][C:17]([O:20][CH3:21])=[CH:16][CH:15]=2)=[CH:5][CH:4]=1.ClC(Cl)(O[C:33](=[O:39])OC(Cl)(Cl)Cl)Cl.C(N(CC)CC)C.Cl.[CH3:49][NH:50][OH:51], predict the reaction product. The product is: [CH3:1][O:2][C:3]1[CH:8]=[CH:7][C:6]([C:9]2[N:10]=[C:11]([C:22]3([OH:28])[CH2:27][CH2:26][N:25]([C:33](=[O:39])[N:50]([OH:51])[CH3:49])[CH2:24][CH2:23]3)[S:12][C:13]=2[C:14]2[CH:15]=[CH:16][C:17]([O:20][CH3:21])=[CH:18][CH:19]=2)=[CH:5][CH:4]=1. (4) Given the reactants [NH:1]1[C:9]2[CH:8]=[CH:7][N:6]=[CH:5][C:4]=2[CH:3]=[CH:2]1.Br[CH2:11][C:12]([O:14][C:15]([CH3:18])([CH3:17])[CH3:16])=[O:13], predict the reaction product. The product is: [C:15]([O:14][C:12](=[O:13])[CH2:11][N:1]1[C:9]2[CH:8]=[CH:7][N:6]=[CH:5][C:4]=2[CH:3]=[CH:2]1)([CH3:18])([CH3:17])[CH3:16]. (5) Given the reactants [Br:1][C:2]1[N:3]=[C:4]2[C:10](I)=[C:9]([C:12]3[CH:17]=[CH:16][C:15]([C:18]4([CH3:23])[O:22][CH2:21][CH2:20][O:19]4)=[CH:14][CH:13]=3)[N:8]([CH2:24][O:25][CH2:26][CH2:27][Si:28]([CH3:31])([CH3:30])[CH3:29])[C:5]2=[N:6][CH:7]=1.[Li][CH2:33][CH2:34]CC.C(I)C.[NH4+].[Cl-], predict the reaction product. The product is: [Br:1][C:2]1[N:3]=[C:4]2[C:10]([CH2:33][CH3:34])=[C:9]([C:12]3[CH:17]=[CH:16][C:15]([C:18]4([CH3:23])[O:22][CH2:21][CH2:20][O:19]4)=[CH:14][CH:13]=3)[N:8]([CH2:24][O:25][CH2:26][CH2:27][Si:28]([CH3:31])([CH3:30])[CH3:29])[C:5]2=[N:6][CH:7]=1. (6) Given the reactants [Cl:1][C:2]1[CH:3]=[C:4]([NH:16][C:17]2[C:26]3[C:21](=[CH:22][CH:23]=[CH:24][C:25]=3[O:27][C@H:28]([CH3:33])[C:29]([O:31]C)=O)[N:20]=[CH:19][N:18]=2)[CH:5]=[CH:6][C:7]=1[O:8][C:9]1[CH:10]=[N:11][C:12]([CH3:15])=[CH:13][CH:14]=1.[CH3:34][NH:35][CH3:36], predict the reaction product. The product is: [Cl:1][C:2]1[CH:3]=[C:4]([NH:16][C:17]2[C:26]3[C:21](=[CH:22][CH:23]=[CH:24][C:25]=3[O:27][C@H:28]([CH3:33])[C:29]([N:35]([CH3:36])[CH3:34])=[O:31])[N:20]=[CH:19][N:18]=2)[CH:5]=[CH:6][C:7]=1[O:8][C:9]1[CH:10]=[N:11][C:12]([CH3:15])=[CH:13][CH:14]=1. (7) Given the reactants C(NC(C)C)(C)C.C([Li])CCC.[F:13][C:14]1[CH:19]=[CH:18][C:17]([CH:20]([CH2:23][C:24]2[CH:29]=[CH:28][CH:27]=[CH:26][CH:25]=2)[C:21]#[N:22])=[CH:16][C:15]=1[O:30][CH3:31].[CH3:32][CH2:33][O:34][C:35](C)=[O:36], predict the reaction product. The product is: [CH2:33]([O:34][C:35](=[O:36])[C:20]([CH2:23][C:24]1[CH:25]=[CH:26][CH:27]=[CH:28][CH:29]=1)([C:21]#[N:22])[C:17]1[CH:18]=[CH:19][C:14]([F:13])=[C:15]([O:30][CH3:31])[CH:16]=1)[CH3:32]. (8) Given the reactants [NH2:1][CH:2]([C:23]1[CH:28]=[CH:27][CH:26]=[CH:25][CH:24]=1)[C:3]([N:5]([C:15]1[CH:20]=[CH:19][C:18]([CH3:21])=[C:17]([CH3:22])[CH:16]=1)[CH2:6][CH2:7][C:8]1[CH:13]=[CH:12][C:11]([CH3:14])=[CH:10][CH:9]=1)=[O:4].[C:29](O)(=[O:33])[CH:30](C)[CH3:31], predict the reaction product. The product is: [CH3:22][C:17]1[CH:16]=[C:15]([N:5]([CH2:6][CH2:7][C:8]2[CH:9]=[CH:10][C:11]([CH3:14])=[CH:12][CH:13]=2)[C:3]([CH:2]([C:23]2[CH:28]=[CH:27][CH:26]=[CH:25][CH:24]=2)[NH:1][C:29](=[O:33])[CH2:30][CH3:31])=[O:4])[CH:20]=[CH:19][C:18]=1[CH3:21]. (9) Given the reactants [O:1]1[CH2:6][CH2:5][CH2:4][C:3](=O)[CH2:2]1.[CH3:8][S:9][C:10]#[N:11].FC(F)(F)S(O[S:18]([C:21](F)(F)F)(=O)=O)(=O)=O.[N+:27]([CH3:30])([O-])=O, predict the reaction product. The product is: [CH3:8][S:9][C:10]1[N:27]=[C:30]([S:18][CH3:21])[C:2]2[O:1][CH2:6][CH2:5][CH2:4][C:3]=2[N:11]=1.